Dataset: Forward reaction prediction with 1.9M reactions from USPTO patents (1976-2016). Task: Predict the product of the given reaction. (1) Given the reactants [CH3:1][O:2][CH2:3][N:4]1[C:12]2[C:7](=[CH:8][CH:9]=[CH:10][C:11]=2[NH:13][S:14]([C:17]2[S:18][CH:19]=[CH:20][CH:21]=2)(=[O:16])=[O:15])[CH:6]=[C:5]1[C:22]([O:24][CH2:25][CH3:26])=[O:23].CI.[C:29](=O)([O-])[O-].[K+].[K+].CN(C)C=O, predict the reaction product. The product is: [CH3:1][O:2][CH2:3][N:4]1[C:12]2[C:7](=[CH:8][CH:9]=[CH:10][C:11]=2[N:13]([CH3:29])[S:14]([C:17]2[S:18][CH:19]=[CH:20][CH:21]=2)(=[O:16])=[O:15])[CH:6]=[C:5]1[C:22]([O:24][CH2:25][CH3:26])=[O:23]. (2) Given the reactants [Br:1][C:2]1[CH:7]=[CH:6][C:5](I)=[CH:4][C:3]=1[F:9].C([Mg]Cl)(C)C.[O:15]=[C:16]1[CH2:19][CH:18]([C:20]([O:22][C:23]([CH3:26])([CH3:25])[CH3:24])=[O:21])[CH2:17]1, predict the reaction product. The product is: [Br:1][C:2]1[CH:7]=[CH:6][C:5]([C:16]2([OH:15])[CH2:17][CH:18]([C:20]([O:22][C:23]([CH3:25])([CH3:24])[CH3:26])=[O:21])[CH2:19]2)=[CH:4][C:3]=1[F:9]. (3) Given the reactants [CH2:1]([O:3][C:4]([C:6]1([CH2:12][CH2:13][O:14][CH3:15])[CH2:11][CH2:10][NH:9][CH2:8][CH2:7]1)=[O:5])[CH3:2].[N:16]1([S:22](Cl)(=[O:24])=[O:23])[CH2:21][CH2:20][O:19][CH2:18][CH2:17]1, predict the reaction product. The product is: [CH2:1]([O:3][C:4]([C:6]1([CH2:12][CH2:13][O:14][CH3:15])[CH2:7][CH2:8][N:9]([S:22]([N:16]2[CH2:21][CH2:20][O:19][CH2:18][CH2:17]2)(=[O:24])=[O:23])[CH2:10][CH2:11]1)=[O:5])[CH3:2]. (4) Given the reactants [NH2:1][C@H:2]([C:6]([OH:8])=[O:7])[CH:3]([CH3:5])[CH3:4].C(=O)([O-])[O-].[Na+].[Na+].[CH2:15]([O:19][C:20](Cl)=[O:21])[CH:16]([CH3:18])[CH3:17], predict the reaction product. The product is: [CH2:15]([O:19][C:20]([NH:1][C@H:2]([C:6]([OH:8])=[O:7])[CH:3]([CH3:5])[CH3:4])=[O:21])[CH:16]([CH3:18])[CH3:17].